From a dataset of Full USPTO retrosynthesis dataset with 1.9M reactions from patents (1976-2016). Predict the reactants needed to synthesize the given product. (1) Given the product [ClH:52].[CH:26]1([CH2:32][N:23]2[CH2:22][CH2:21][N:20]([C:17]3[N:16]=[CH:15][C:14]([NH:13][S:10]([C:7]4[CH:8]=[CH:9][C:4]([CH:1]([CH3:3])[CH3:2])=[CH:5][CH:6]=4)(=[O:11])=[O:12])=[CH:19][CH:18]=3)[CH2:25][CH2:24]2)[CH2:31][CH2:30][CH2:29][CH2:28][CH2:27]1, predict the reactants needed to synthesize it. The reactants are: [CH:1]([C:4]1[CH:9]=[CH:8][C:7]([S:10]([NH:13][C:14]2[CH:15]=[N:16][C:17]([N:20]3[CH2:25][CH2:24][NH:23][CH2:22][CH2:21]3)=[CH:18][CH:19]=2)(=[O:12])=[O:11])=[CH:6][CH:5]=1)([CH3:3])[CH3:2].[CH:26]1([CH:32]=O)[CH2:31][CH2:30][CH2:29][CH2:28][CH2:27]1.C(O)(=O)C.C(O[BH-](OC(=O)C)OC(=O)C)(=O)C.[Na+].[Cl:52]CCl. (2) Given the product [Cl:1][C:2]1[C:3]([S:24]([N:27]([CH2:28][C:29]2[CH:30]=[CH:31][C:32]([O:35][CH3:36])=[CH:33][CH:34]=2)[CH2:37][C:38]2[CH:39]=[CH:40][C:41]([O:44][CH3:45])=[CH:42][CH:43]=2)(=[O:25])=[O:26])=[N:4][CH:5]=[C:6]([C:9]([N:11]2[CH2:12][CH2:13][CH:14]([C:17]3[CH:18]=[CH:19][C:20]([F:23])=[CH:21][CH:22]=3)[CH2:15][CH2:16]2)=[O:10])[C:7]=1[NH:46][C:47]1[CH:54]=[C:53]([CH3:55])[C:52]([CH3:56])=[CH:51][C:48]=1[C:49]#[N:50], predict the reactants needed to synthesize it. The reactants are: [Cl:1][C:2]1[C:3]([S:24]([N:27]([CH2:37][C:38]2[CH:43]=[CH:42][C:41]([O:44][CH3:45])=[CH:40][CH:39]=2)[CH2:28][C:29]2[CH:34]=[CH:33][C:32]([O:35][CH3:36])=[CH:31][CH:30]=2)(=[O:26])=[O:25])=[N:4][CH:5]=[C:6]([C:9]([N:11]2[CH2:16][CH2:15][CH:14]([C:17]3[CH:22]=[CH:21][C:20]([F:23])=[CH:19][CH:18]=3)[CH2:13][CH2:12]2)=[O:10])[C:7]=1Cl.[NH2:46][C:47]1[CH:54]=[C:53]([CH3:55])[C:52]([CH3:56])=[CH:51][C:48]=1[C:49]#[N:50]. (3) Given the product [O:1]1[CH2:6][CH2:5][CH2:4][CH2:3][CH:2]1[N:7]1[C:15]2[C:10](=[C:11]([CH2:16][NH2:17])[CH:12]=[CH:13][CH:14]=2)[CH:9]=[N:8]1, predict the reactants needed to synthesize it. The reactants are: [O:1]1[CH2:6][CH2:5][CH2:4][CH2:3][CH:2]1[N:7]1[C:15]2[CH:14]=[CH:13][CH:12]=[C:11]([C:16]#[N:17])[C:10]=2[CH:9]=[N:8]1.N. (4) Given the product [ClH:74].[C:32]([N:29]1[CH2:30][CH:31]=[C:26]([C:24]2[CH:23]=[CH:22][N:21]3[C:17]([N:14]4[CH2:13][CH2:12][CH:11]([O:10][CH2:9][CH2:8][OH:7])[CH2:16][CH2:15]4)=[CH:18][N:19]=[C:20]3[CH:25]=2)[CH2:27][CH2:28]1)(=[O:34])[CH3:40], predict the reactants needed to synthesize it. The reactants are: O1CCCCC1[O:7][CH2:8][CH2:9][O:10][CH:11]1[CH2:16][CH2:15][N:14]([C:17]2[N:21]3[CH:22]=[CH:23][C:24]([C:26]4[CH2:27][CH2:28][N:29]([C:32]([O:34]C(C)(C)C)=O)[CH2:30][CH:31]=4)=[CH:25][C:20]3=[N:19][CH:18]=2)[CH2:13][CH2:12]1.N1CC=C(C2C=CN3C(N4CCC(OCCO)CC4)=CN=C3C=2)C[CH2:40]1.C(OC(=O)C)(=O)C.C[O-].[Na+].[Cl-:74].[NH4+]. (5) Given the product [CH3:7][C:8]1[O:12][C:11]([C:13]2[CH:18]=[CH:17][C:16]([C:19]([F:21])([F:20])[F:22])=[CH:15][CH:14]=2)=[N:10][C:9]=1[C:23]1[CH:28]=[CH:27][C:26]([C:29]2[CH:34]=[CH:33][C:32]([CH2:35][N:36]3[C:3](=[O:4])[NH:2][C:1](=[O:6])[O:37]3)=[CH:31][CH:30]=2)=[CH:25][CH:24]=1, predict the reactants needed to synthesize it. The reactants are: [C:1](=[O:6])=[N:2][C:3](Cl)=[O:4].[CH3:7][C:8]1[O:12][C:11]([C:13]2[CH:18]=[CH:17][C:16]([C:19]([F:22])([F:21])[F:20])=[CH:15][CH:14]=2)=[N:10][C:9]=1[C:23]1[CH:28]=[CH:27][C:26]([C:29]2[CH:34]=[CH:33][C:32]([CH2:35][NH:36][OH:37])=[CH:31][CH:30]=2)=[CH:25][CH:24]=1.O1CCCC1.Cl. (6) Given the product [CH:5]1([S:8][C:9]2[CH:17]=[CH:16][C:12]([C:13]([NH2:18])=[O:14])=[CH:11][CH:10]=2)[CH2:7][CH2:6]1, predict the reactants needed to synthesize it. The reactants are: S(Cl)(Cl)=O.[CH:5]1([S:8][C:9]2[CH:17]=[CH:16][C:12]([C:13](O)=[O:14])=[CH:11][CH:10]=2)[CH2:7][CH2:6]1.[NH3:18]. (7) The reactants are: [CH3:1][O:2][CH2:3][CH2:4][O:5][C:6]1[CH:7]=[C:8]2[C:12](=[C:13]([N:15]([CH3:25])[S:16]([C:19]3[CH:24]=[CH:23][CH:22]=[CH:21][N:20]=3)(=[O:18])=[O:17])[CH:14]=1)[NH:11][C:10]([C:26]([OH:28])=O)=[CH:9]2.Cl.[CH3:30][O:31][C:32](=[O:44])[C@H:33]([CH2:35][S:36][CH2:37][C:38]1[CH:43]=[CH:42][CH:41]=[CH:40][CH:39]=1)[NH2:34].N1(O)C2C=CC=CC=2N=N1.Cl.CN(C)CCCN=C=NCC. Given the product [CH3:30][O:31][C:32](=[O:44])[C@H:33]([CH2:35][S:36][CH2:37][C:38]1[CH:43]=[CH:42][CH:41]=[CH:40][CH:39]=1)[NH:34][C:26]([C:10]1[NH:11][C:12]2[C:8]([CH:9]=1)=[CH:7][C:6]([O:5][CH2:4][CH2:3][O:2][CH3:1])=[CH:14][C:13]=2[N:15]([CH3:25])[S:16]([C:19]1[CH:24]=[CH:23][CH:22]=[CH:21][N:20]=1)(=[O:18])=[O:17])=[O:28], predict the reactants needed to synthesize it.